Dataset: Full USPTO retrosynthesis dataset with 1.9M reactions from patents (1976-2016). Task: Predict the reactants needed to synthesize the given product. Given the product [Br:17][C:7]1[C:6]([CH3:8])=[CH:5][C:4]([N:9]([CH3:10])[CH3:11])=[CH:3][C:2]=1[F:1], predict the reactants needed to synthesize it. The reactants are: [F:1][C:2]1[CH:3]=[C:4]([N:9]([CH3:11])[CH3:10])[CH:5]=[C:6]([CH3:8])[CH:7]=1.C([O-])(=O)C.[NH4+].[Br:17]N1C(=O)CCC1=O.CCOC(C)=O.